Dataset: Catalyst prediction with 721,799 reactions and 888 catalyst types from USPTO. Task: Predict which catalyst facilitates the given reaction. (1) Reactant: [NH2:1][C:2]1[CH:17]=[C:16]([F:18])[C:15]([F:19])=[CH:14][C:3]=1[C:4]([NH:6][C:7]1[CH:12]=[CH:11][CH:10]=[CH:9][C:8]=1[Cl:13])=[O:5].[Cl:20][CH2:21][C:22](Cl)=O. The catalyst class is: 15. Product: [Cl:20][CH2:21][C:22]1[N:6]([C:7]2[CH:12]=[CH:11][CH:10]=[CH:9][C:8]=2[Cl:13])[C:4](=[O:5])[C:3]2[C:2](=[CH:17][C:16]([F:18])=[C:15]([F:19])[CH:14]=2)[N:1]=1. (2) Reactant: C([Li])CCC.[Cl:6][C:7]1[C:8]([C:27]2[CH:28]=[C:29]([NH:33][C:34](=[O:37])[CH:35]=[CH2:36])[CH:30]=[CH:31][CH:32]=2)=[N:9][C:10]([NH:13][C:14]2[CH:19]=[CH:18][C:17]([N:20]3[CH2:25][CH2:24][O:23][CH2:22][CH2:21]3)=[C:16]([OH:26])[CH:15]=2)=[N:11][CH:12]=1.[P:38](Cl)(=[O:47])([O:43][CH:44]([CH3:46])[CH3:45])[O:39][CH:40]([CH3:42])[CH3:41]. Product: [P:38]([O:43][CH:44]([CH3:46])[CH3:45])([O:39][CH:40]([CH3:42])[CH3:41])([O:26][C:16]1[CH:15]=[C:14]([NH:13][C:10]2[N:9]=[C:8]([C:27]3[CH:32]=[CH:31][CH:30]=[C:29]([NH:33][C:34](=[O:37])[CH:35]=[CH2:36])[CH:28]=3)[C:7]([Cl:6])=[CH:12][N:11]=2)[CH:19]=[CH:18][C:17]=1[N:20]1[CH2:25][CH2:24][O:23][CH2:22][CH2:21]1)=[O:47]. The catalyst class is: 1. (3) Reactant: [CH3:1][C:2]1[N:7]=[CH:6][C:5]([O:8][C:9]([CH3:16])([CH3:15])[C:10]([O:12]CC)=[O:11])=[CH:4][CH:3]=1.[OH-].[K+].C(O)=O. Product: [CH3:1][C:2]1[N:7]=[CH:6][C:5]([O:8][C:9]([CH3:16])([CH3:15])[C:10]([OH:12])=[O:11])=[CH:4][CH:3]=1. The catalyst class is: 58. (4) Reactant: [Cl:1][C:2]1[C:3](=[O:10])[N:4]([CH3:9])[N:5]=[CH:6][C:7]=1[Cl:8].[CH2:11]([NH2:15])[CH2:12][CH2:13][CH3:14]. Product: [CH2:11]([NH:15][C:2]1[C:3](=[O:10])[N:4]([CH3:9])[N:5]=[CH:6][C:7]=1[Cl:8])[CH2:12][CH2:13][CH3:14].[CH2:11]([NH:15][C:7]1[CH:6]=[N:5][N:4]([CH3:9])[C:3](=[O:10])[C:2]=1[Cl:1])[CH2:12][CH2:13][CH3:14]. The catalyst class is: 10. (5) Reactant: Br[C:2]1[C:3]([N:24]([CH3:29])[S:25]([CH3:28])(=[O:27])=[O:26])=[CH:4][C:5]2[O:9][C:8]([C:10]3[CH:15]=[CH:14][C:13]([CH:16]([F:18])[F:17])=[CH:12][CH:11]=3)=[C:7]([C:19]([NH:21][CH3:22])=[O:20])[C:6]=2[CH:23]=1.CC([O-])=O.[K+].[B:35]1([B:35]2[O:39][C:38]([CH3:41])([CH3:40])[C:37]([CH3:43])([CH3:42])[O:36]2)[O:39][C:38]([CH3:41])([CH3:40])[C:37]([CH3:43])([CH3:42])[O:36]1. Product: [F:17][CH:16]([F:18])[C:13]1[CH:14]=[CH:15][C:10]([C:8]2[O:9][C:5]3[CH:4]=[C:3]([N:24]([CH3:29])[S:25]([CH3:28])(=[O:27])=[O:26])[C:2]([B:35]4[O:39][C:38]([CH3:41])([CH3:40])[C:37]([CH3:43])([CH3:42])[O:36]4)=[CH:23][C:6]=3[C:7]=2[C:19]([NH:21][CH3:22])=[O:20])=[CH:11][CH:12]=1. The catalyst class is: 117. (6) Reactant: [CH2:1]([C:8]1[CH:9]=[C:10]([C:14](=[O:16])[CH3:15])[CH:11]=[CH:12][CH:13]=1)[C:2]1[CH:7]=[CH:6][CH:5]=[CH:4][CH:3]=1.[CH3:17][C:18]1[CH:23]=[CH:22][N:21]=[C:20]([C:24](OC)=[O:25])[CH:19]=1.[O-]CC.[Na+].[Cl-].[NH4+]. Product: [CH2:1]([C:8]1[CH:9]=[C:10]([C:14](=[O:16])[CH2:15][C:24]([C:20]2[CH:19]=[C:18]([CH3:17])[CH:23]=[CH:22][N:21]=2)=[O:25])[CH:11]=[CH:12][CH:13]=1)[C:2]1[CH:3]=[CH:4][CH:5]=[CH:6][CH:7]=1. The catalyst class is: 1. (7) Reactant: [CH3:1][C:2]1[CH:8]=[CH:7][C:5]([NH2:6])=[C:4]([N+:9]([O-:11])=[O:10])[CH:3]=1.Cl.[N:13]([O-])=O.[Na+].[CH3:17][CH:18](C(C)=O)[C:19]([O:21][CH2:22][CH3:23])=[O:20].[OH-].[K+]. Product: [CH3:1][C:2]1[CH:8]=[CH:7][C:5]([NH:6][N:13]=[C:18]([CH3:17])[C:19]([O:21][CH2:22][CH3:23])=[O:20])=[C:4]([N+:9]([O-:11])=[O:10])[CH:3]=1. The catalyst class is: 40.